From a dataset of Reaction yield outcomes from USPTO patents with 853,638 reactions. Predict the reaction yield, written as a fraction of the theoretical maximum amount of product (1.0 means a 100% yield; for example, 0.34 means a 34% yield). (1) The reactants are Br.[NH2:2][C:3]1[C:11]([OH:12])=[CH:10][CH:9]=[CH:8][C:4]=1[C:5]([OH:7])=[O:6].[CH:13]1([C:16](Cl)=O)[CH2:15][CH2:14]1.C(N(CC)CC)C.O.C1(C)C=CC(S(O)(=O)=O)=CC=1. The catalyst is ClCCl.O. The product is [CH:13]1([C:16]2[O:12][C:11]3[C:3](=[C:4]([C:5]([OH:7])=[O:6])[CH:8]=[CH:9][CH:10]=3)[N:2]=2)[CH2:15][CH2:14]1. The yield is 0.650. (2) The yield is 0.990. The reactants are [Cl:1][C:2]1[CH:3]=[C:4]2[C:9](=[C:10]([Cl:31])[C:11]=1[O:12][C:13]1[CH:18]=[CH:17][C:16]([C:19](=[O:30])[NH:20][CH2:21][CH2:22][C:23]3[CH:28]=[CH:27][C:26]([Cl:29])=[CH:25][CH:24]=3)=[CH:15][CH:14]=1)[O:8][CH2:7][CH2:6][CH:5]2[C:32]([OH:34])=[O:33].C[O-].[Na+:37].CO. The product is [Cl:1][C:2]1[CH:3]=[C:4]2[C:9](=[C:10]([Cl:31])[C:11]=1[O:12][C:13]1[CH:18]=[CH:17][C:16]([C:19](=[O:30])[NH:20][CH2:21][CH2:22][C:23]3[CH:28]=[CH:27][C:26]([Cl:29])=[CH:25][CH:24]=3)=[CH:15][CH:14]=1)[O:8][CH2:7][CH2:6][CH:5]2[C:32]([O-:34])=[O:33].[Na+:37]. The catalyst is C1COCC1. (3) The reactants are F[C:2]1[CH:3]=[C:4]([CH:7]=[C:8](F)[C:9]=1N=C=S)[C:5]#[N:6].C(Cl)CCl.CN(C=[O:22])C. No catalyst specified. The product is [CH:4]1([C:5]([NH2:6])=[O:22])[CH2:7][CH2:8][CH2:9][CH2:2][CH2:3]1. The yield is 0.0900.